Task: Predict the reaction yield, written as a fraction of the theoretical maximum amount of product (1.0 means a 100% yield; for example, 0.34 means a 34% yield).. Dataset: Reaction yield outcomes from USPTO patents with 853,638 reactions (1) The reactants are C([Li])(CC)C.[N:6]1([C:16]([O:18][C:19]([CH3:22])([CH3:21])[CH3:20])=[O:17])[C:15]2[C:10](=[CH:11][CH:12]=[CH:13][CH:14]=2)[CH2:9][CH2:8][CH2:7]1.CN(C)CCN(C)C.[I:31]CCI. The catalyst is C(OCC)C. The product is [I:31][C:14]1[CH:13]=[CH:12][CH:11]=[C:10]2[C:15]=1[N:6]([C:16]([O:18][C:19]([CH3:22])([CH3:21])[CH3:20])=[O:17])[CH2:7][CH2:8][CH2:9]2. The yield is 0.730. (2) The reactants are [Br:1][C:2]1[C:6]([C:7]#[N:8])=[C:5]([Br:9])[S:4][C:3]=1[C:10]([NH2:12])=O.C1(C)C=CC=CC=1.COC(OC)[N:23]([CH3:25])C.C(O)(=O)C.O.[NH2:33]N. No catalyst specified. The product is [Br:9][C:5]1[S:4][C:3]([C:10]2[NH:12][CH:25]=[N:23][N:33]=2)=[C:2]([Br:1])[C:6]=1[C:7]#[N:8]. The yield is 0.872.